The task is: Predict which catalyst facilitates the given reaction.. This data is from Catalyst prediction with 721,799 reactions and 888 catalyst types from USPTO. (1) Reactant: Br[C:2]1[S:3][C:4]2[CH2:5][N:6]([C:11]([O:13][C:14]([CH3:17])([CH3:16])[CH3:15])=[O:12])[CH2:7][CH2:8][C:9]=2[N:10]=1.CCN(C(C)C)C(C)C.[NH:27]1[CH2:32][CH2:31][O:30][CH2:29][CH2:28]1.C(OCC)(=O)C. Product: [O:30]1[CH2:31][CH2:32][N:27]([C:2]2[S:3][C:4]3[CH2:5][N:6]([C:11]([O:13][C:14]([CH3:17])([CH3:16])[CH3:15])=[O:12])[CH2:7][CH2:8][C:9]=3[N:10]=2)[CH2:28][CH2:29]1. The catalyst class is: 16. (2) Product: [Si:5]([O:4][C@@H:3]([C:12]1[CH:19]=[CH:18][C:15]([C:16]#[N:17])=[CH:14][CH:13]=1)[CH2:2][N:25]1[CH2:30][CH2:29][CH2:28][C@H:27]([CH2:31][C:32]([O:34][CH2:35][CH3:36])=[O:33])[CH2:26]1)([C:8]([CH3:11])([CH3:10])[CH3:9])([CH3:7])[CH3:6]. The catalyst class is: 1. Reactant: Br[CH2:2][C@H:3]([C:12]1[CH:19]=[CH:18][C:15]([C:16]#[N:17])=[CH:14][CH:13]=1)[O:4][Si:5]([C:8]([CH3:11])([CH3:10])[CH3:9])([CH3:7])[CH3:6].C(=O)(O)[O-].[Na+].[NH:25]1[CH2:30][CH2:29][CH2:28][C@H:27]([CH2:31][C:32]([O:34][CH2:35][CH3:36])=[O:33])[CH2:26]1.